Dataset: Reaction yield outcomes from USPTO patents with 853,638 reactions. Task: Predict the reaction yield, written as a fraction of the theoretical maximum amount of product (1.0 means a 100% yield; for example, 0.34 means a 34% yield). (1) The reactants are [CH3:1][C:2]1[O:6][N:5]=[C:4]([C:7]2[CH:12]=[CH:11][CH:10]=[CH:9][CH:8]=2)[C:3]=1[CH2:13][O:14][C:15]1[CH:23]=[C:22]([C:24]([F:27])([F:26])[F:25])[C:18]([C:19](O)=[O:20])=[CH:17][N:16]=1.[NH2:28][CH:29]1[CH2:34][CH2:33][O:32][CH2:31][CH2:30]1. No catalyst specified. The product is [CH3:1][C:2]1[O:6][N:5]=[C:4]([C:7]2[CH:12]=[CH:11][CH:10]=[CH:9][CH:8]=2)[C:3]=1[CH2:13][O:14][C:15]1[CH:23]=[C:22]([C:24]([F:27])([F:25])[F:26])[C:18]([C:19]([NH:28][CH:29]2[CH2:34][CH2:33][O:32][CH2:31][CH2:30]2)=[O:20])=[CH:17][N:16]=1. The yield is 0.450. (2) The reactants are [CH3:1][C:2]1[N:7]([CH2:8][C:9]2[S:10][C:11]([C:14]([F:17])([F:16])[F:15])=[CH:12][CH:13]=2)[C:6](=[O:18])[N:5]=[C:4](SC)[N:3]=1.Cl.[S:22]1[C:30]2[CH2:29][CH2:28][NH:27][CH2:26][C:25]=2[CH:24]=[C:23]1[C:31]([OH:33])=[O:32].N12CCCN=C1CCC[CH2:36][CH2:35]2. The catalyst is O1CCOCC1. The product is [CH3:1][C:2]1[N:7]([CH2:8][C:9]2[S:10][C:11]([C:14]([F:15])([F:16])[F:17])=[CH:12][CH:13]=2)[C:6](=[O:18])[N:5]=[C:4]([N:27]2[CH2:28][CH2:29][C:30]3[S:22][C:23]([C:31]([O:33][CH2:35][CH3:36])=[O:32])=[CH:24][C:25]=3[CH2:26]2)[N:3]=1. The yield is 0.910. (3) The yield is 0.177. The catalyst is C(O)C. The reactants are [I-:1].[CH3:2][N+:3]1[CH:8]=[CH:7][C:6]([CH3:9])=[CH:5][CH:4]=1.[CH3:10][O:11][C:12]1[CH:19]=[C:18]([O:20][CH3:21])[C:17]([O:22][CH3:23])=[CH:16][C:13]=1[CH:14]=O.N1CCCCC1. The product is [I-:1].[CH3:2][N+:3]1[CH:8]=[CH:7][C:6]([CH:9]=[CH:14][C:13]2[CH:16]=[C:17]([O:22][CH3:23])[C:18]([O:20][CH3:21])=[CH:19][C:12]=2[O:11][CH3:10])=[CH:5][CH:4]=1. (4) The reactants are [CH2:1]([Mg]Cl)[CH:2]=[CH2:3].C1COCC1.[Br:11][C:12]1[CH:19]=[CH:18][C:15]([CH2:16]Br)=[CH:14][CH:13]=1. No catalyst specified. The product is [Br:11][C:12]1[CH:19]=[CH:18][C:15]([CH2:16][CH2:3][CH:2]=[CH2:1])=[CH:14][CH:13]=1. The yield is 0.960. (5) The reactants are F[C:2]1[CH:10]=[CH:9][C:8]([N+:11]([O-:13])=[O:12])=[CH:7][C:3]=1[C:4]([OH:6])=[O:5].[NH:14]1[CH2:19][CH2:18][O:17][CH2:16][CH2:15]1. The catalyst is O1CCOCC1. The product is [N:14]1([C:2]2[CH:10]=[CH:9][C:8]([N+:11]([O-:13])=[O:12])=[CH:7][C:3]=2[C:4]([OH:6])=[O:5])[CH2:19][CH2:18][O:17][CH2:16][CH2:15]1. The yield is 0.930. (6) The reactants are [CH:1]([P:3](=[O:17])([CH:15]=[CH2:16])[C:4]1[CH:9]=[CH:8][C:7]([N+:10]([O-:12])=[O:11])=[C:6]([O:13][CH3:14])[CH:5]=1)=[CH2:2].Cl.[CH2:19]([NH2:21])[CH3:20].[OH-].[Na+].C(N)C1C=CC=CC=1. The catalyst is C1COCC1. The product is [CH2:19]([N:21]1[CH2:16][CH2:15][P:3](=[O:17])([C:4]2[CH:9]=[CH:8][C:7]([N+:10]([O-:12])=[O:11])=[C:6]([O:13][CH3:14])[CH:5]=2)[CH2:1][CH2:2]1)[CH3:20]. The yield is 0.460.